From a dataset of Forward reaction prediction with 1.9M reactions from USPTO patents (1976-2016). Predict the product of the given reaction. (1) Given the reactants C(N(CC)[C:4]1[CH:26]=[CH:25][C:7]([C:8]([C:10]2[CH:24]=[CH:23][CH:22]=[CH:21][C:11]=2C(OCCCCCC)=O)=[O:9])=[C:6]([OH:27])[CH:5]=1)C.CCCCC(COC(C1C=CC=CC=1O)=O)CC.CCCCC(C[O:56][C:57](/[CH:59]=[CH:60]/[C:61]1C=[CH:63][C:64](OC)=[CH:65][CH:66]=1)=O)CC.C(N(CC)C1C=CC(C(C2C=CC=CC=2C=O)=O)=C(O)C=1)C, predict the reaction product. The product is: [CH3:63][CH2:64][CH2:65][CH2:66][CH2:61][CH2:60][CH2:59][CH2:57][O:56][C:4]1[CH:26]=[CH:25][C:7]([C:8]([C:10]2[CH:11]=[CH:21][CH:22]=[CH:23][CH:24]=2)=[O:9])=[C:6]([OH:27])[CH:5]=1. (2) Given the reactants [N+:1]([C:4]1[CH:9]=[CH:8][C:7]([NH:10][CH:11]2[CH2:16][CH2:15][CH:14]([O:17][CH2:18][C:19]([OH:21])=O)[CH2:13][CH2:12]2)=[CH:6][C:5]=1[C:22]([F:25])([F:24])[F:23])([O-:3])=[O:2].CCN=C=NCCCN(C)C.Cl.C1C=CC2N(O)N=NC=2C=1.C(N(CC)CC)C.[O:55]1[C:59]2[CH:60]=[CH:61][CH:62]=[CH:63][C:58]=2[CH2:57][CH:56]1[CH2:64][N:65]1[CH2:70][CH2:69][NH:68][CH2:67][CH2:66]1, predict the reaction product. The product is: [O:55]1[C:59]2[CH:60]=[CH:61][CH:62]=[CH:63][C:58]=2[CH2:57][CH:56]1[CH2:64][N:65]1[CH2:70][CH2:69][N:68]([C:19](=[O:21])[CH2:18][O:17][CH:14]2[CH2:15][CH2:16][CH:11]([NH:10][C:7]3[CH:8]=[CH:9][C:4]([N+:1]([O-:3])=[O:2])=[C:5]([C:22]([F:25])([F:24])[F:23])[CH:6]=3)[CH2:12][CH2:13]2)[CH2:67][CH2:66]1.